Dataset: Reaction yield outcomes from USPTO patents with 853,638 reactions. Task: Predict the reaction yield, written as a fraction of the theoretical maximum amount of product (1.0 means a 100% yield; for example, 0.34 means a 34% yield). (1) The product is [CH3:20][O:19][N:18]([CH3:17])[C:13]([C@@H:10]1[CH2:11][CH2:12][N:8]([C:6]([O:5][C:1]([CH3:2])([CH3:3])[CH3:4])=[O:7])[CH2:9]1)=[O:15]. The reactants are [C:1]([O:5][C:6]([N:8]1[CH2:12][CH2:11][C@@H:10]([C:13]([OH:15])=O)[CH2:9]1)=[O:7])([CH3:4])([CH3:3])[CH3:2].Cl.[CH3:17][NH:18][O:19][CH3:20].C(N(CC)C(C)C)(C)C. The yield is 1.00. The catalyst is ClCCl. (2) The reactants are S(=O)(=O)(O)O.[NH2:6][C:7]1[C:16]([Cl:17])=[CH:15][CH:14]=[CH:13][C:8]=1[C:9]([O:11][CH3:12])=[O:10].OO.[OH-:20].[K+].C[OH:23]. The catalyst is O.O.[O-][W]([O-])(=O)=O.[Na+].[Na+].C1(C)C=CC=CC=1. The product is [Cl:17][C:16]1[C:7]([N+:6]([O-:23])=[O:20])=[C:8]([CH:13]=[CH:14][CH:15]=1)[C:9]([O:11][CH3:12])=[O:10]. The yield is 0.880. (3) The reactants are C(N(CC)CC)C.[C:8]([O:12][C:13](=[O:27])[NH:14][CH2:15][C:16]1[CH:24]=[CH:23][CH:22]=[C:21]2[C:17]=1[C:18](=[O:26])O[C:20]2=[O:25])([CH3:11])([CH3:10])[CH3:9].Cl.[C:29]([O:33][C:34](=[O:42])[C@H:35]([CH2:37][CH2:38][C:39](=[O:41])[NH2:40])[NH2:36])([CH3:32])([CH3:31])[CH3:30].O. The catalyst is C1(C)C=CC=CC=1.C(Cl)Cl. The product is [C:29]([O:33][C:34](=[O:42])[C@@H:35]([N:36]1[C:18](=[O:26])[C:17]2[C:21](=[CH:22][CH:23]=[CH:24][C:16]=2[CH2:15][NH:14][C:13]([O:12][C:8]([CH3:9])([CH3:10])[CH3:11])=[O:27])[C:20]1=[O:25])[CH2:37][CH2:38][C:39](=[O:41])[NH2:40])([CH3:32])([CH3:30])[CH3:31]. The yield is 0.290. (4) The reactants are O[C@@H:2]1[CH2:8][CH2:7][CH2:6][N:5]([C:9]([O:11][C:12]([CH3:15])([CH3:14])[CH3:13])=[O:10])[C:4]2[CH:16]=[C:17]([C:21]([F:24])([F:23])[F:22])[C:18]([CH3:20])=[CH:19][C:3]1=2.C1(P([N:39]=[N+:40]=[N-:41])(C2C=CC=CC=2)=O)C=CC=CC=1.C1CCN2C(=NCCC2)CC1. The catalyst is C1(C)C=CC=CC=1. The product is [N:39]([C@H:2]1[CH2:8][CH2:7][CH2:6][N:5]([C:9]([O:11][C:12]([CH3:15])([CH3:14])[CH3:13])=[O:10])[C:4]2[CH:16]=[C:17]([C:21]([F:24])([F:23])[F:22])[C:18]([CH3:20])=[CH:19][C:3]1=2)=[N+:40]=[N-:41]. The yield is 0.850. (5) The reactants are [C:1]([O:5][C:6]([N:8]1[CH2:22][CH2:21][C:11]2[N:12]([CH3:20])[C:13]3[CH:14]=[C:15](Br)[CH:16]=[CH:17][C:18]=3[C:10]=2[CH2:9]1)=[O:7])([CH3:4])([CH3:3])[CH3:2].[CH3:23][O:24][C:25]1[CH:30]=[CH:29][C:28]([C:31]2[CH:36]=[CH:35][NH:34][C:33](=[O:37])[CH:32]=2)=[CH:27][CH:26]=1.C([O-])([O-])=O.[Cs+].[Cs+].OC1C=CC=C2C=1N=CC=C2. The catalyst is CS(C)=O.[Cu](I)I. The product is [CH3:23][O:24][C:25]1[CH:30]=[CH:29][C:28]([C:31]2[CH:36]=[CH:35][N:34]([C:15]3[CH:16]=[CH:17][C:18]4[C:10]5[CH2:9][N:8]([C:6]([O:5][C:1]([CH3:4])([CH3:3])[CH3:2])=[O:7])[CH2:22][CH2:21][C:11]=5[N:12]([CH3:20])[C:13]=4[CH:14]=3)[C:33](=[O:37])[CH:32]=2)=[CH:27][CH:26]=1. The yield is 0.340.